Task: Predict the reaction yield, written as a fraction of the theoretical maximum amount of product (1.0 means a 100% yield; for example, 0.34 means a 34% yield).. Dataset: Reaction yield outcomes from USPTO patents with 853,638 reactions (1) The reactants are [CH3:1][O:2][CH2:3][CH2:4][C:5]1[N:13]=[C:12]2[C:8]([N:9]=[CH:10][NH:11]2)=[C:7]([N:14]2[CH2:19][CH2:18][O:17][CH2:16][CH2:15]2)[N:6]=1.CN(C=O)C.[Br:25]Br. No catalyst specified. The product is [Br:25][C:10]1[NH:11][C:12]2[C:8]([N:9]=1)=[C:7]([N:14]1[CH2:15][CH2:16][O:17][CH2:18][CH2:19]1)[N:6]=[C:5]([CH2:4][CH2:3][O:2][CH3:1])[N:13]=2. The yield is 0.700. (2) The reactants are [OH-].[Na+].[Cl:3][C:4]1[CH:5]=[N:6][CH:7]=[C:8]([Cl:43])[C:9]=1[C:10](=[O:42])[CH2:11][N:12]([CH2:37][C:38]([CH3:41])([CH3:40])[CH3:39])[C:13]([C:15]1[CH:16]=[N:17][N:18]([C@H:24]2[CH2:29][CH2:28][C@H:27]([C:30]([O:32]CC)=[O:31])[C:26]([CH3:36])([CH3:35])[CH2:25]2)[C:19]=1[C:20]([F:23])([F:22])[F:21])=[O:14].C1COCC1. The catalyst is CCO. The product is [Cl:3][C:4]1[CH:5]=[N:6][CH:7]=[C:8]([Cl:43])[C:9]=1[C:10](=[O:42])[CH2:11][N:12]([CH2:37][C:38]([CH3:41])([CH3:40])[CH3:39])[C:13]([C:15]1[CH:16]=[N:17][N:18]([C@H:24]2[CH2:29][CH2:28][C@H:27]([C:30]([OH:32])=[O:31])[C:26]([CH3:36])([CH3:35])[CH2:25]2)[C:19]=1[C:20]([F:23])([F:22])[F:21])=[O:14]. The yield is 0.880.